The task is: Regression. Given a peptide amino acid sequence and an MHC pseudo amino acid sequence, predict their binding affinity value. This is MHC class I binding data.. This data is from Peptide-MHC class I binding affinity with 185,985 pairs from IEDB/IMGT. (1) The peptide sequence is IDEEDDDLV. The MHC is Mamu-B8701 with pseudo-sequence Mamu-B8701. The binding affinity (normalized) is 0.778. (2) The peptide sequence is FEIKSAKKF. The MHC is HLA-B18:01 with pseudo-sequence HLA-B18:01. The binding affinity (normalized) is 0.355. (3) The peptide sequence is KTPAKMIPA. The MHC is Mamu-A01 with pseudo-sequence Mamu-A01. The binding affinity (normalized) is 0.557. (4) The peptide sequence is LESLWAPFGV. The MHC is HLA-B45:01 with pseudo-sequence HLA-B45:01. The binding affinity (normalized) is 0.105. (5) The peptide sequence is YYPEDPVKL. The MHC is HLA-B15:01 with pseudo-sequence HLA-B15:01. The binding affinity (normalized) is 0.0847. (6) The peptide sequence is WILDRLFFK. The MHC is HLA-A11:01 with pseudo-sequence HLA-A11:01. The binding affinity (normalized) is 0.909.